Regression. Given a peptide amino acid sequence and an MHC pseudo amino acid sequence, predict their binding affinity value. This is MHC class I binding data. From a dataset of Peptide-MHC class I binding affinity with 185,985 pairs from IEDB/IMGT. (1) The peptide sequence is CSSLTEEFY. The MHC is HLA-A01:01 with pseudo-sequence HLA-A01:01. The binding affinity (normalized) is 0.907. (2) The peptide sequence is SEGDDDGSR. The MHC is HLA-B27:05 with pseudo-sequence HLA-B27:05. The binding affinity (normalized) is 0.0847. (3) The peptide sequence is ILKNSQGEEV. The MHC is HLA-A02:02 with pseudo-sequence HLA-A02:02. The binding affinity (normalized) is 0.625. (4) The peptide sequence is HYPYRLWHY. The MHC is HLA-A01:01 with pseudo-sequence HLA-A01:01. The binding affinity (normalized) is 0. (5) The peptide sequence is IIRLHSDASK. The MHC is HLA-A31:01 with pseudo-sequence HLA-A31:01. The binding affinity (normalized) is 0.149. (6) The peptide sequence is RSLYNTVAVLY. The MHC is HLA-B08:03 with pseudo-sequence HLA-B08:03. The binding affinity (normalized) is 0.0847. (7) The peptide sequence is RLASSLYVY. The MHC is BoLA-D18.4 with pseudo-sequence BoLA-D18.4. The binding affinity (normalized) is 0.221.